Dataset: Reaction yield outcomes from USPTO patents with 853,638 reactions. Task: Predict the reaction yield, written as a fraction of the theoretical maximum amount of product (1.0 means a 100% yield; for example, 0.34 means a 34% yield). The reactants are [Br:1][CH2:2][C:3]1[C:12]2[C:7](=[CH:8][CH:9]=[CH:10][CH:11]=2)[C:6]([C:13]#N)=[CH:5][CH:4]=1.CC(C[AlH]CC(C)C)C.Cl.[OH2:25]. The catalyst is C1(C)C=CC=CC=1. The product is [Br:1][CH2:2][C:3]1[C:12]2[C:7](=[CH:8][CH:9]=[CH:10][CH:11]=2)[C:6]([CH:13]=[O:25])=[CH:5][CH:4]=1. The yield is 0.880.